From a dataset of Reaction yield outcomes from USPTO patents with 853,638 reactions. Predict the reaction yield, written as a fraction of the theoretical maximum amount of product (1.0 means a 100% yield; for example, 0.34 means a 34% yield). (1) The reactants are C1C2C(=CC(CNC)=CC=2)CC1.[CH3:13][NH:14][CH2:15][C:16]1[CH:25]=[CH:24][C:23]2[C:18](=C[CH:20]=[CH:21][CH:22]=2)[C:17]=1CCC.Cl.[O:30]=[C:31]1[NH:40][C:39]2[N:38]=[CH:37][C:36](/[CH:41]=[CH:42]/[C:43](O)=[O:44])=[CH:35][C:34]=2[CH2:33][CH2:32]1.Cl.CN1CC2C=C(/C=C/C(O)=O)C=NC=2NC(=O)C1. No catalyst specified. The product is [CH2:22]1[C:23]2[C:24](=[CH:25][C:16]([CH2:15][N:14]([CH3:13])[C:43](=[O:44])/[CH:42]=[CH:41]/[C:36]3[CH:37]=[N:38][C:39]4[NH:40][C:31](=[O:30])[CH2:32][CH2:33][C:34]=4[CH:35]=3)=[CH:17][CH:18]=2)[CH2:20][CH2:21]1. The yield is 0.450. (2) The reactants are [Br:1][C:2]1[N:3]=[C:4]([C@H:12]2[CH2:17][N:16]3[C:18](=[O:21])[O:19][CH2:20][C@@H:15]3[CH2:14][CH2:13]2)[N:5]2[CH:10]=[CH:9][N:8]=[C:7](Cl)[C:6]=12.[NH4+:22].[OH-].CC(O)C. No catalyst specified. The product is [NH2:22][C:7]1[C:6]2[N:5]([C:4]([C@H:12]3[CH2:17][N:16]4[C:18](=[O:21])[O:19][CH2:20][C@@H:15]4[CH2:14][CH2:13]3)=[N:3][C:2]=2[Br:1])[CH:10]=[CH:9][N:8]=1. The yield is 0.350. (3) The reactants are Br[C:2]1[CH:7]=[CH:6][C:5]([S:8]([NH:11][C:12]2[S:13][CH:14]=[CH:15][N:16]=2)(=[O:10])=[O:9])=[CH:4][CH:3]=1.C(O)(=O)C.[NH:21]1[CH2:24][CH:23]([CH2:25][NH:26][C:27](=[O:33])[O:28][C:29]([CH3:32])([CH3:31])[CH3:30])[CH2:22]1.CC(C)([O-])C.[Na+].C1(C2C=CC=CC=2)C=CC=CC=1P(C(C)(C)C)C(C)(C)C. The yield is 0.220. The catalyst is C1(C)C=CC=CC=1.C1C=CC(/C=C/C(/C=C/C2C=CC=CC=2)=O)=CC=1.C1C=CC(/C=C/C(/C=C/C2C=CC=CC=2)=O)=CC=1.C1C=CC(/C=C/C(/C=C/C2C=CC=CC=2)=O)=CC=1.[Pd].[Pd].O. The product is [C:29]([O:28][C:27](=[O:33])[NH:26][CH2:25][CH:23]1[CH2:22][N:21]([C:2]2[CH:7]=[CH:6][C:5]([S:8](=[O:10])(=[O:9])[NH:11][C:12]3[S:13][CH:14]=[CH:15][N:16]=3)=[CH:4][CH:3]=2)[CH2:24]1)([CH3:32])([CH3:30])[CH3:31]. (4) The catalyst is CC#N. The product is [CH3:37][S:38]([OH:41])(=[O:40])=[O:39].[CH2:1]([N:3]1[C:12]2[C:7](=[CH:8][N:9]=[C:10]([NH:13][CH2:14][CH2:15][O:16][CH3:17])[CH:11]=2)[CH:6]=[C:5]([C:18]2[C:19]([CH3:35])=[CH:20][C:21]([F:34])=[C:22]([NH:24][C:25]([NH:27][C:28]3[CH:33]=[CH:32][CH:31]=[CH:30][CH:29]=3)=[O:26])[CH:23]=2)[C:4]1=[O:36])[CH3:2]. The yield is 0.780. The reactants are [CH2:1]([N:3]1[C:12]2[C:7](=[CH:8][N:9]=[C:10]([NH:13][CH2:14][CH2:15][O:16][CH3:17])[CH:11]=2)[CH:6]=[C:5]([C:18]2[C:19]([CH3:35])=[CH:20][C:21]([F:34])=[C:22]([NH:24][C:25]([NH:27][C:28]3[CH:33]=[CH:32][CH:31]=[CH:30][CH:29]=3)=[O:26])[CH:23]=2)[C:4]1=[O:36])[CH3:2].[CH3:37][S:38]([OH:41])(=[O:40])=[O:39].